Dataset: Experimentally validated miRNA-target interactions with 360,000+ pairs, plus equal number of negative samples. Task: Binary Classification. Given a miRNA mature sequence and a target amino acid sequence, predict their likelihood of interaction. (1) The miRNA is mmu-miR-374b-5p with sequence AUAUAAUACAACCUGCUAAGUG. The protein sequence of the target gene is MNLRLCVQALLLLWLSLTAVCGVPLMLPPDGTGLEEGSMRYLVKPRTSRTGPGAWQGGRRKFRRQRPRLSHKGPMPF. Result: 0 (no interaction). (2) The miRNA is hsa-miR-378c with sequence ACUGGACUUGGAGUCAGAAGAGUGG. The protein sequence of the target gene is MAFTNYSSLNRAQLTFEYLHTNSTTHEFLFGALAELVDNARDADATRIDIYAERREDLRGGFMLCFLDDGAGMDPSDAASVIQFGKSAKRTPESTQIGQYGNGLKSGSMRIGKDFILFTKKEDTMTCLFLSRTFHEEEGIDEVIVPLPTWNARTREPITDNVEKFAIETELVYKYSPFHTEEQVMNQFMKIPGNSGTLVIIFNLKLMDNGEPELDIISNPKDIQMAETSPEGTKPERRSFRAYAAVLYIDPRMRIFIHGHKVQTKRLSCCLYKPRMYKYTSSRFKTRAEQEVKKAEHVAR.... Result: 0 (no interaction).